Dataset: Forward reaction prediction with 1.9M reactions from USPTO patents (1976-2016). Task: Predict the product of the given reaction. (1) Given the reactants [F:1][C:2]1[CH:7]=[CH:6][C:5]([NH:8][C:9]2[O:10][CH2:11][C:12](=[O:18])[C:13]=2[C:14]([O:16][CH3:17])=[O:15])=[CH:4][CH:3]=1.Cl[CH2:20][C:21](=O)[CH2:22]C(OC)=O.FC1C=CC(N=C=O)=CC=1, predict the reaction product. The product is: [F:1][C:2]1[CH:3]=[CH:4][C:5]([NH:8][C:9]2[O:10][CH2:11][C:12](=[O:18])[C:13]=2[C:14]([O:16][CH2:17][CH2:20][CH2:21][CH3:22])=[O:15])=[CH:6][CH:7]=1. (2) Given the reactants [CH3:1][C:2]1[CH:7]=[C:6]([CH3:8])[CH:5]=[C:4]([CH3:9])[C:3]=1[S:10]([O:13][C:14]1[C:19]([CH2:20][C:21]2[CH:26]=[CH:25][C:24]([CH2:27]Cl)=[CH:23][C:22]=2[O:29][CH3:30])=[C:18]([CH3:31])[N:17]=[C:16]([NH2:32])[N:15]=1)(=[O:12])=[O:11].[NH:33]1[C:37]([C:38]([O:40][CH3:41])=[O:39])=[CH:36][N:35]=[CH:34]1, predict the reaction product. The product is: [NH2:32][C:16]1[N:15]=[C:14]([O:13][S:10]([C:3]2[C:2]([CH3:1])=[CH:7][C:6]([CH3:8])=[CH:5][C:4]=2[CH3:9])(=[O:12])=[O:11])[C:19]([CH2:20][C:21]2[CH:26]=[CH:25][C:24]([CH2:27][N:33]3[C:37]([C:38]([O:40][CH3:41])=[O:39])=[CH:36][N:35]=[CH:34]3)=[CH:23][C:22]=2[O:29][CH3:30])=[C:18]([CH3:31])[N:17]=1. (3) Given the reactants [O:1]=[C:2]1[C:10]2[C:5](=[CH:6][CH:7]=[CH:8][CH:9]=2)[C:4](=[O:11])[N:3]1[CH2:12][C@H:13]1[CH2:18][C@@H:17]([OH:19])[CH2:16][N:15]([C:20]([O:22][CH2:23][C:24]2[CH:29]=[CH:28][CH:27]=[CH:26][CH:25]=2)=[O:21])[CH2:14]1.I[CH3:31], predict the reaction product. The product is: [O:1]=[C:2]1[C:10]2[C:5](=[CH:6][CH:7]=[CH:8][CH:9]=2)[C:4](=[O:11])[N:3]1[CH2:12][C@H:13]1[CH2:18][C@@H:17]([O:19][CH3:31])[CH2:16][N:15]([C:20]([O:22][CH2:23][C:24]2[CH:25]=[CH:26][CH:27]=[CH:28][CH:29]=2)=[O:21])[CH2:14]1.